Dataset: Forward reaction prediction with 1.9M reactions from USPTO patents (1976-2016). Task: Predict the product of the given reaction. (1) Given the reactants [H-].[Al+3].[Li+].[H-].[H-].[H-].C[O:8][C:9]([C:11]1[S:15][C:14]([C:16]2[CH:21]=[CH:20][C:19]([C:22]([F:25])([F:24])[F:23])=[CH:18][CH:17]=2)=[N:13][C:12]=1[CH2:26][CH2:27][CH2:28][CH3:29])=O.[Cl-].[NH4+].Cl, predict the reaction product. The product is: [CH2:26]([C:12]1[N:13]=[C:14]([C:16]2[CH:21]=[CH:20][C:19]([C:22]([F:24])([F:25])[F:23])=[CH:18][CH:17]=2)[S:15][C:11]=1[CH2:9][OH:8])[CH2:27][CH2:28][CH3:29]. (2) Given the reactants [NH:1]1[C:6]2[CH:7]=[CH:8][S:9][C:5]=2[C:4](=[O:10])O[C:2]1=[O:11].[H-].[Na+].[F:14][C:15]1[CH:16]=[C:17]([CH:20]=[CH:21][CH:22]=1)[CH2:18]Br.[CH2:23](C(CC)(C([O-])=O)C([O-])=O)[CH3:24].[C:34](=[O:37])([O-])[O-:35].[K+].[K+].[CH3:40]N(C=O)C, predict the reaction product. The product is: [CH2:23]([O:35][C:34]([C:40]1[C:2](=[O:11])[N:1]([CH2:18][C:17]2[CH:20]=[CH:21][CH:22]=[C:15]([F:14])[CH:16]=2)[C:6]2[CH:7]=[CH:8][S:9][C:5]=2[C:4]=1[OH:10])=[O:37])[CH3:24]. (3) Given the reactants [CH3:1][O:2][C:3]1[CH:8]=[CH:7][C:6]([O:9][CH3:10])=[CH:5][C:4]=1[C:11]1[N:15]([CH2:16][C:17](O)=[O:18])[C:14]2[CH:20]=[CH:21][CH:22]=[CH:23][C:13]=2[N:12]=1.[Cl:24][C:25]1[CH:26]=[C:27]([CH:29]=[C:30]([Cl:32])[CH:31]=1)[NH2:28].CN(C(ON1N=NC2C=CC=NC1=2)=[N+](C)C)C.F[P-](F)(F)(F)(F)F, predict the reaction product. The product is: [Cl:24][C:25]1[CH:26]=[C:27]([NH:28][C:17](=[O:18])[CH2:16][N:15]2[C:14]3[CH:20]=[CH:21][CH:22]=[CH:23][C:13]=3[N:12]=[C:11]2[C:4]2[CH:5]=[C:6]([O:9][CH3:10])[CH:7]=[CH:8][C:3]=2[O:2][CH3:1])[CH:29]=[C:30]([Cl:32])[CH:31]=1.